Dataset: Reaction yield outcomes from USPTO patents with 853,638 reactions. Task: Predict the reaction yield, written as a fraction of the theoretical maximum amount of product (1.0 means a 100% yield; for example, 0.34 means a 34% yield). (1) The reactants are [F:1][C:2]([F:25])([F:24])[C:3]1[N:4]=[C:5]([C:20]([F:23])([F:22])[F:21])[C:6]2[CH:12]=[CH:11][C:10]3=[N:13][C:14]([C:16]([NH:18][NH2:19])=[O:17])=[CH:15][N:9]3[C:7]=2[N:8]=1.[CH3:26]C1C=CC(S(O)(=O)=O)=CC=1.C(OCC)(OCC)OCC. No catalyst specified. The product is [O:17]1[CH:26]=[N:19][N:18]=[C:16]1[C:14]1[N:13]=[C:10]2[N:9]([C:7]3[N:8]=[C:3]([C:2]([F:1])([F:24])[F:25])[N:4]=[C:5]([C:20]([F:23])([F:21])[F:22])[C:6]=3[CH:12]=[CH:11]2)[CH:15]=1. The yield is 0.0882. (2) The reactants are [CH3:1][O:2][C:3](=[O:12])[C:4]1[CH:9]=[C:8](F)[CH:7]=[CH:6][C:5]=1[Br:11].Cl.[CH3:14][NH:15][CH3:16].C(=O)([O-])[O-].[K+].[K+]. The catalyst is CS(C)=O. The product is [CH3:1][O:2][C:3](=[O:12])[C:4]1[CH:9]=[C:8]([N:15]([CH3:16])[CH3:14])[CH:7]=[CH:6][C:5]=1[Br:11]. The yield is 0.700.